Dataset: Retrosynthesis with 50K atom-mapped reactions and 10 reaction types from USPTO. Task: Predict the reactants needed to synthesize the given product. (1) The reactants are: CCOC(=O)Nc1ccc2c(c1[N+](=O)[O-])CCC2Nc1ccc(F)cc1. Given the product CCOC(=O)Nc1ccc2c(c1N)CCC2Nc1ccc(F)cc1, predict the reactants needed to synthesize it. (2) Given the product COC(=O)c1cc(O)ccc1Br, predict the reactants needed to synthesize it. The reactants are: COC(=O)c1cc(OC)ccc1Br. (3) Given the product CCOC(=O)C1CCN(Cc2c(OC)cccc2OC)CC1, predict the reactants needed to synthesize it. The reactants are: CCOC(=O)C1CCNCC1.COc1cccc(OC)c1CBr. (4) Given the product CO/C=C1\CCOc2cc(C#N)c(F)cc21, predict the reactants needed to synthesize it. The reactants are: N#Cc1cc2c(cc1F)C(=O)CCO2.[Li]CCCC. (5) Given the product C#Cc1ccc(CN2CCCC2)cc1, predict the reactants needed to synthesize it. The reactants are: C[Si](C)(C)C#Cc1ccc(CN2CCCC2)cc1. (6) Given the product CC(C)(C)c1ccc(CNS(=O)(=O)c2ccccc2)cc1, predict the reactants needed to synthesize it. The reactants are: CC(C)(C)c1ccc(CN)cc1.O=S(=O)(Cl)c1ccccc1. (7) Given the product COC(=O)CCCCc1ccccc1, predict the reactants needed to synthesize it. The reactants are: CO.O=C(O)CCCCc1ccccc1. (8) The reactants are: Cc1cnc(Cl)nc1N(C)C.NC1CCC(C(=O)O)CC1. Given the product Cc1cnc(N[C@H]2CC[C@@H](C(=O)O)CC2)nc1N(C)C, predict the reactants needed to synthesize it. (9) Given the product Cc1c(CN(C)C(=O)/C=C/c2cnc3c(c2)OCC(=O)N3)n(C)c2ccccc12, predict the reactants needed to synthesize it. The reactants are: CNCc1c(C)c2ccccc2n1C.O=C(O)/C=C/c1cnc2c(c1)OCC(=O)N2.